Dataset: Peptide-MHC class I binding affinity with 185,985 pairs from IEDB/IMGT. Task: Regression. Given a peptide amino acid sequence and an MHC pseudo amino acid sequence, predict their binding affinity value. This is MHC class I binding data. (1) The peptide sequence is KLVALGVNAV. The MHC is HLA-A02:01 with pseudo-sequence HLA-A02:01. The binding affinity (normalized) is 0.565. (2) The peptide sequence is RISGVDRYY. The MHC is Patr-A0301 with pseudo-sequence Patr-A0301. The binding affinity (normalized) is 0.